This data is from Forward reaction prediction with 1.9M reactions from USPTO patents (1976-2016). The task is: Predict the product of the given reaction. (1) Given the reactants C([N:4]1[CH:12]=[C:11]2[C:6]([CH:7]=[CH:8][CH:9]=[C:10]2[Br:13])=[N:5]1)(=O)C, predict the reaction product. The product is: [Br:13][C:10]1[CH:9]=[CH:8][CH:7]=[C:6]2[C:11]=1[CH:12]=[N:4][NH:5]2. (2) Given the reactants [OH:1][C:2]1[CH:7]=[CH:6][CH:5]=[CH:4][C:3]=1[C:8]1[CH:13]=[CH:12][CH:11]=[CH:10][C:9]=1[OH:14].C1(=O)O[CH2:18][CH2:17][O:16]1.[I-].[K+].CN(C)C=O, predict the reaction product. The product is: [OH:16][CH2:17][CH2:18][O:1][C:2]1[CH:7]=[CH:6][CH:5]=[CH:4][C:3]=1[C:8]1[CH:13]=[CH:12][CH:11]=[CH:10][C:9]=1[OH:14]. (3) Given the reactants [C:1]1([CH2:7][C:8]([OH:10])=[O:9])[CH:6]=[CH:5][CH:4]=[CH:3][CH:2]=1.[C:11]([C:15]1[CH:22]=[CH:21][C:18]([CH:19]=O)=[CH:17][CH:16]=1)([CH3:14])([CH3:13])[CH3:12].C(OC(=O)C)(=O)C, predict the reaction product. The product is: [C:11]([C:15]1[CH:16]=[CH:17][C:18]([CH:19]=[C:7]([C:1]2[CH:6]=[CH:5][CH:4]=[CH:3][CH:2]=2)[C:8]([OH:10])=[O:9])=[CH:21][CH:22]=1)([CH3:14])([CH3:13])[CH3:12].